This data is from Forward reaction prediction with 1.9M reactions from USPTO patents (1976-2016). The task is: Predict the product of the given reaction. (1) Given the reactants [Cl-].[Al+3].[Cl-].[Cl-].[Cl:5][C:6]1[CH:11]=[CH:10][CH:9]=[C:8]([Cl:12])[CH:7]=1.[Cl:13][CH2:14][CH2:15][C:16](Cl)=O.[OH2:19], predict the reaction product. The product is: [Cl:13][CH2:14][C:15](=[O:19])[CH2:16][C:9]1[CH:10]=[CH:11][C:6]([Cl:5])=[CH:7][C:8]=1[Cl:12]. (2) Given the reactants [NH2:1][C:2]1[C:7]([C:8]([C:10]2[CH:15]=[C:14]([F:16])[CH:13]=[CH:12][C:11]=2[O:17][CH3:18])=[O:9])=[CH:6][N:5]=[C:4]([NH:19][CH:20]2[CH2:25][CH2:24][N:23]([S:26]([CH2:29][CH2:30][CH2:31]Cl)(=[O:28])=[O:27])[CH2:22][CH2:21]2)[N:3]=1.[NH2:33][CH:34]([CH3:38])[CH2:35][O:36][CH3:37], predict the reaction product. The product is: [NH2:1][C:2]1[C:7]([C:8]([C:10]2[CH:15]=[C:14]([F:16])[CH:13]=[CH:12][C:11]=2[O:17][CH3:18])=[O:9])=[CH:6][N:5]=[C:4]([NH:19][CH:20]2[CH2:25][CH2:24][N:23]([S:26]([CH2:29][CH2:30][CH2:31][NH:33][CH:34]([CH3:38])[CH2:35][O:36][CH3:37])(=[O:28])=[O:27])[CH2:22][CH2:21]2)[N:3]=1. (3) Given the reactants [CH3:1][S:2]([N:5]1[CH2:10][CH2:9][N:8]([C@@H:11]2[CH2:15][NH:14][C@H:13]([C:16]([NH:18][C:19]3[CH:31]=[CH:30][C:22]([C:23]([O:25][C:26]([CH3:29])([CH3:28])[CH3:27])=[O:24])=[CH:21][CH:20]=3)=[O:17])[CH2:12]2)[CH2:7][CH2:6]1)(=[O:4])=[O:3].[CH3:32][C:33]([O:36][C:37]([NH:39][C:40]([C:42]1[CH:50]=[CH:49][C:45]([C:46](O)=[O:47])=[CH:44][CH:43]=1)=[NH:41])=[O:38])([CH3:35])[CH3:34], predict the reaction product. The product is: [CH3:35][C:33]([O:36][C:37]([NH:39][C:40]([C:42]1[CH:43]=[CH:44][C:45]([C:46]([N:14]2[CH2:15][C@@H:11]([N:8]3[CH2:9][CH2:10][N:5]([S:2]([CH3:1])(=[O:4])=[O:3])[CH2:6][CH2:7]3)[CH2:12][C@H:13]2[C:16]([NH:18][C:19]2[CH:31]=[CH:30][C:22]([C:23]([O:25][C:26]([CH3:28])([CH3:27])[CH3:29])=[O:24])=[CH:21][CH:20]=2)=[O:17])=[O:47])=[CH:49][CH:50]=1)=[NH:41])=[O:38])([CH3:32])[CH3:34].